From a dataset of CYP2C9 inhibition data for predicting drug metabolism from PubChem BioAssay. Regression/Classification. Given a drug SMILES string, predict its absorption, distribution, metabolism, or excretion properties. Task type varies by dataset: regression for continuous measurements (e.g., permeability, clearance, half-life) or binary classification for categorical outcomes (e.g., BBB penetration, CYP inhibition). Dataset: cyp2c9_veith. (1) The compound is COC(=O)c1cn(CC(=O)N2CCCCC2C)c2ccccc12. The result is 1 (inhibitor). (2) The drug is NC(=O)C1CCN(C(=O)CCc2nc3ccccc3c(=O)[nH]2)CC1. The result is 0 (non-inhibitor). (3) The drug is CC(=O)Nc1ccccc1C(=O)C(=O)Nc1ccc(F)cc1. The result is 0 (non-inhibitor). (4) The drug is COC(=O)[C@@]1(Cc2ccc(F)cc2)[C@H]2c3cc(C(=O)N4CCCC4)n(CCCNc4ncc(C(F)(F)F)cc4Cl)c3C[C@H]2CN1C(=O)c1ccccc1. The result is 1 (inhibitor). (5) The compound is CCCC[P+](CCCC)(CCCC)Cc1ccc(NC(=O)[C@@H](Cc2ccc3ccccc3c2)NC(=NC2CCCCC2)NC2CCCCC2)cc1.Cl.[Cl-]. The result is 0 (non-inhibitor). (6) The compound is CCCN(CCC)CCCNC(=O)c1cc2cc3ccc(OC)cc3nc2o1. The result is 0 (non-inhibitor). (7) The compound is COc1ccc(C=C(C#N)C#N)cc1. The result is 0 (non-inhibitor). (8) The compound is COC(=O)c1nnn(-c2nonc2N)c1CSc1nc2ccccc2o1. The result is 1 (inhibitor). (9) The compound is COCCn1c(=O)c(-c2ccc(F)cc2)nc2cncnc21. The result is 0 (non-inhibitor).